The task is: Regression. Given a peptide amino acid sequence and an MHC pseudo amino acid sequence, predict their binding affinity value. This is MHC class I binding data.. This data is from Peptide-MHC class I binding affinity with 185,985 pairs from IEDB/IMGT. (1) The peptide sequence is EIRHRSGIQ. The MHC is HLA-B07:02 with pseudo-sequence HLA-B07:02. The binding affinity (normalized) is 0.444. (2) The binding affinity (normalized) is 0.0847. The MHC is HLA-B07:02 with pseudo-sequence HLA-B07:02. The peptide sequence is HPVGEADYFEY. (3) The peptide sequence is ALMEITSRY. The MHC is HLA-A02:02 with pseudo-sequence HLA-A02:02. The binding affinity (normalized) is 0.428. (4) The peptide sequence is GVDGGWQAL. The MHC is HLA-A02:01 with pseudo-sequence HLA-A02:01. The binding affinity (normalized) is 0.0847. (5) The peptide sequence is FPTSCHMF. The MHC is HLA-A02:03 with pseudo-sequence HLA-A02:03. The binding affinity (normalized) is 0. (6) The peptide sequence is MQYLNPPPY. The MHC is HLA-A26:03 with pseudo-sequence HLA-A26:03. The binding affinity (normalized) is 0.0847.